Dataset: Full USPTO retrosynthesis dataset with 1.9M reactions from patents (1976-2016). Task: Predict the reactants needed to synthesize the given product. Given the product [Br:1][C:2]1[CH:9]=[CH:8][C:7]([O:10][CH2:18][CH2:19][F:20])=[CH:6][C:3]=1[C:4]#[N:5], predict the reactants needed to synthesize it. The reactants are: [Br:1][C:2]1[CH:9]=[CH:8][C:7]([OH:10])=[CH:6][C:3]=1[C:4]#[N:5].C([O-])([O-])=O.[Cs+].[Cs+].I[CH2:18][CH2:19][F:20].